From a dataset of Full USPTO retrosynthesis dataset with 1.9M reactions from patents (1976-2016). Predict the reactants needed to synthesize the given product. (1) Given the product [F:27][C:23]1[C:22]([C:28]2[CH:33]=[CH:32][CH:31]=[C:30]([CH3:34])[CH:29]=2)=[C:21]([CH:7]([O:6][CH2:5][CH2:4][OH:3])[C@@H:8]2[CH2:13][CH2:12][CH2:11][N:10]([C:14]([O:16][C:17]([CH3:18])([CH3:19])[CH3:20])=[O:15])[CH2:9]2)[CH:26]=[CH:25][CH:24]=1, predict the reactants needed to synthesize it. The reactants are: C([O:3][C:4](=O)[CH2:5][O:6][CH:7]([C:21]1[CH:26]=[CH:25][CH:24]=[C:23]([F:27])[C:22]=1[C:28]1[CH:33]=[CH:32][CH:31]=[C:30]([CH3:34])[CH:29]=1)[C@@H:8]1[CH2:13][CH2:12][CH2:11][N:10]([C:14]([O:16][C:17]([CH3:20])([CH3:19])[CH3:18])=[O:15])[CH2:9]1)C.[BH4-].[Na+]. (2) Given the product [OH:35][CH2:34][CH2:36][NH:37][C:4]([C:6]1[C:7]2[S:14][CH:13]=[C:12]([CH2:15][O:16][C:17]3[CH:22]=[C:21]([NH:23][C:24](=[O:32])[C:25]4[CH:30]=[CH:29][CH:28]=[C:27]([Cl:31])[CH:26]=4)[CH:20]=[CH:19][C:18]=3[CH3:33])[C:8]=2[CH:9]=[N:10][CH:11]=1)=[O:5], predict the reactants needed to synthesize it. The reactants are: C(O[C:4]([C:6]1[C:7]2[S:14][CH:13]=[C:12]([CH2:15][O:16][C:17]3[CH:22]=[C:21]([NH:23][C:24](=[O:32])[C:25]4[CH:30]=[CH:29][CH:28]=[C:27]([Cl:31])[CH:26]=4)[CH:20]=[CH:19][C:18]=3[CH3:33])[C:8]=2[CH:9]=[N:10][CH:11]=1)=[O:5])C.[CH2:34]([CH2:36][NH2:37])[OH:35]. (3) Given the product [Br:1][C:2]1[C:3]([C@@H:9]([NH2:19])[CH2:10][C:11]2[CH:16]=[C:15]([F:17])[CH:14]=[C:13]([F:18])[CH:12]=2)=[N:4][CH:5]=[C:6]([Br:8])[CH:7]=1, predict the reactants needed to synthesize it. The reactants are: [Br:1][C:2]1[C:3]([C@@H:9]([NH:19][S@](C(C)(C)C)=O)[CH2:10][C:11]2[CH:16]=[C:15]([F:17])[CH:14]=[C:13]([F:18])[CH:12]=2)=[N:4][CH:5]=[C:6]([Br:8])[CH:7]=1.Cl. (4) The reactants are: [N:1]([CH:4]([C:7]1[N:8]=[C:9]2[CH:23]=[CH:22][CH:21]=[C:20]([CH3:24])[N:10]2[C:11](=[O:19])[C:12]=1[C:13]1[CH:18]=[CH:17][CH:16]=[CH:15][CH:14]=1)[CH2:5][CH3:6])=[N+]=[N-].CP(C)C.C(Cl)Cl. Given the product [NH2:1][CH:4]([C:7]1[N:8]=[C:9]2[CH:23]=[CH:22][CH:21]=[C:20]([CH3:24])[N:10]2[C:11](=[O:19])[C:12]=1[C:13]1[CH:14]=[CH:15][CH:16]=[CH:17][CH:18]=1)[CH2:5][CH3:6], predict the reactants needed to synthesize it. (5) The reactants are: O.[OH-].[Li+].[F:4][C:5]1[CH:6]=[C:7]([C@H:12]2[N:20]3[C@@H:15]([CH2:16][CH2:17][CH:18](P(=O)(OCC)OCC)[C:19]3=[O:21])[CH2:14][CH2:13]2)[CH:8]=[CH:9][C:10]=1[F:11].[CH3:30][O:31][C:32]1[CH:33]=[C:34]([CH:37]=[CH:38][C:39]=1[N:40]1[CH:44]=[N:43][C:42]([CH3:45])=[N:41]1)[CH:35]=O.C(O)C. Given the product [F:4][C:5]1[CH:6]=[C:7]([C@H:12]2[N:20]3[C@@H:15]([CH2:16][CH2:17]/[C:18](=[CH:35]\[C:34]4[CH:37]=[CH:38][C:39]([N:40]5[CH:44]=[N:43][C:42]([CH3:45])=[N:41]5)=[C:32]([O:31][CH3:30])[CH:33]=4)/[C:19]3=[O:21])[CH2:14][CH2:13]2)[CH:8]=[CH:9][C:10]=1[F:11], predict the reactants needed to synthesize it.